Dataset: Forward reaction prediction with 1.9M reactions from USPTO patents (1976-2016). Task: Predict the product of the given reaction. (1) Given the reactants Cl[C:2]1[C:3]2[CH:20]=[CH:19][N:18]([CH2:21][CH3:22])[C:4]=2[N:5]=[C:6]([S:8]([C:11]2[CH:16]=[CH:15][C:14]([F:17])=[CH:13][CH:12]=2)(=[O:10])=[O:9])[N:7]=1.[NH2:23][C:24]1[CH:28]=[CH:27][NH:26][N:25]=1.[I-].[Na+].CCN(C(C)C)C(C)C, predict the reaction product. The product is: [CH2:21]([N:18]1[C:4]2[N:5]=[C:6]([S:8]([C:11]3[CH:12]=[CH:13][C:14]([F:17])=[CH:15][CH:16]=3)(=[O:10])=[O:9])[N:7]=[C:2]([NH:23][C:24]3[CH:28]=[CH:27][NH:26][N:25]=3)[C:3]=2[CH:20]=[CH:19]1)[CH3:22]. (2) Given the reactants [Cl:1][C:2]1[N:7]=[N:6][C:5]([O:8][CH3:9])=[C:4](I)[CH:3]=1.[NH2:11][C:12]1[CH:17]=[CH:16][N:15]=[CH:14][N:13]=1.[O-]C1C=CC=CC=1.[Na+].CC1(C)C2C(=C(P(C3C=CC=CC=3)C3C=CC=CC=3)C=CC=2)OC2C(P(C3C=CC=CC=3)C3C=CC=CC=3)=CC=CC1=2, predict the reaction product. The product is: [Cl:1][C:2]1[N:7]=[N:6][C:5]([O:8][CH3:9])=[C:4]([NH:11][C:12]2[CH:17]=[CH:16][N:15]=[CH:14][N:13]=2)[CH:3]=1. (3) Given the reactants O=C1NC2C=CC=CC=2S[C@H](C2C=CC=CC=2)[C@@H]1NC(=O)[C@H](C)NC(=O)CC1C=CC=CC=1.Br.[NH2:35][C@H:36]1[C:42](=[O:43])[NH:41][C:40]2[CH:44]=[CH:45][CH:46]=[CH:47][C:39]=2[S:38][C@H:37]1[C:48]1[CH:53]=[CH:52][CH:51]=[CH:50][CH:49]=1.[F:54][C:55]1[CH:56]=[C:57]([CH2:62][C:63]([NH:65][C@H:66]([C:70](O)=[O:71])[CH:67]([CH3:69])[CH3:68])=[O:64])[CH:58]=[C:59]([F:61])[CH:60]=1, predict the reaction product. The product is: [F:54][C:55]1[CH:56]=[C:57]([CH2:62][C:63]([NH:65][C@H:66]([C:70]([NH:35][C@@H:36]2[C:42](=[O:43])[NH:41][C:40]3[CH:44]=[CH:45][CH:46]=[CH:47][C:39]=3[S:38][C@@H:37]2[C:48]2[CH:49]=[CH:50][CH:51]=[CH:52][CH:53]=2)=[O:71])[CH:67]([CH3:68])[CH3:69])=[O:64])[CH:58]=[C:59]([F:61])[CH:60]=1. (4) Given the reactants Cl[C:2]1C(=O)C(C#N)=C(C#N)C(=O)C=1Cl.[CH2:15]([O:22][C:23](=[O:35])[NH:24][C@@H:25]([CH2:28][C:29]1[CH:34]=[CH:33][CH:32]=[CH:31][CH:30]=1)[CH:26]=O)[C:16]1[CH:21]=[CH:20][CH:19]=[CH:18][CH:17]=1.[C:36]1([NH2:43])[CH:41]=[CH:40][CH:39]=[CH:38][C:37]=1[NH2:42], predict the reaction product. The product is: [CH2:15]([O:22][C:23](=[O:35])[NH:24][C@@H:25]([CH2:28][C:29]1[CH:34]=[CH:33][CH:32]=[CH:31][CH:30]=1)/[CH:26]=[N:42]/[C:37]1[CH:38]=[CH:39][CH:40]=[CH:41][C:36]=1[NH:43][CH3:2])[C:16]1[CH:21]=[CH:20][CH:19]=[CH:18][CH:17]=1. (5) Given the reactants [CH3:1][C:2]([C:4]1[CH:9]=[CH:8][C:7]([Br:10])=[CH:6][CH:5]=1)=O.[CH:11](=O)[C:12]1[CH:17]=[CH:16][CH:15]=[CH:14][CH:13]=1.CI.C[O-].[Na+].CO.Cl.[C:27]([NH2:35])(=[NH:34])[C:28]1[CH:33]=[CH:32][CH:31]=[CH:30][CH:29]=1.[OH-].[Na+], predict the reaction product. The product is: [Br:10][C:7]1[CH:8]=[CH:9][C:4]([C:2]2[CH:1]=[C:11]([C:12]3[CH:17]=[CH:16][CH:15]=[CH:14][CH:13]=3)[N:35]=[C:27]([C:28]3[CH:33]=[CH:32][CH:31]=[CH:30][CH:29]=3)[N:34]=2)=[CH:5][CH:6]=1. (6) Given the reactants [F:1][C:2]([F:33])([F:32])[C:3]1[CH:4]=[C:5]([C@H:13]([O:15][C@H:16]2[O:24][CH2:23][C@@H:19]3[CH2:20][NH:21][CH2:22][C@H:18]3[C@@H:17]2[C:25]2[CH:30]=[CH:29][CH:28]=[CH:27][C:26]=2[CH3:31])[CH3:14])[CH:6]=[C:7]([C:9]([F:12])([F:11])[F:10])[CH:8]=1.[O:34]1[CH:38]=[C:37]([C:39](O)=[O:40])[N:36]=[CH:35]1, predict the reaction product. The product is: [F:33][C:2]([F:1])([F:32])[C:3]1[CH:4]=[C:5]([C@H:13]([O:15][C@H:16]2[O:24][CH2:23][C@@H:19]3[CH2:20][N:21]([C:39]([C:37]4[N:36]=[CH:35][O:34][CH:38]=4)=[O:40])[CH2:22][C@H:18]3[C@@H:17]2[C:25]2[CH:30]=[CH:29][CH:28]=[CH:27][C:26]=2[CH3:31])[CH3:14])[CH:6]=[C:7]([C:9]([F:10])([F:11])[F:12])[CH:8]=1.